The task is: Predict the reactants needed to synthesize the given product.. This data is from Full USPTO retrosynthesis dataset with 1.9M reactions from patents (1976-2016). (1) Given the product [O:13]1[CH2:18][CH2:17][CH:16]([C:19](=[O:20])[CH2:1][P:2](=[O:7])([O:5][CH3:6])[O:3][CH3:4])[CH2:15][CH2:14]1, predict the reactants needed to synthesize it. The reactants are: [CH3:1][P:2](=[O:7])([O:5][CH3:6])[O:3][CH3:4].[Li]CCCC.[O:13]1[CH2:18][CH2:17][CH:16]([C:19](OCC)=[O:20])[CH2:15][CH2:14]1. (2) Given the product [Cl:1][N:2]1[N:7]=[C:6]([NH:41][C:42]2[C:51]([S:52]([OH:55])(=[O:54])=[O:53])=[CH:50][C:49]3[C:44](=[C:45]([S:60]([OH:63])(=[O:62])=[O:61])[CH:46]=[C:47]([S:56]([OH:59])(=[O:57])=[O:58])[CH:48]=3)[CH:43]=2)[CH:5]=[C:4]([NH:9][C:10]2[CH:11]=[C:12]([S:37]([OH:40])(=[O:39])=[O:38])[C:13]([CH:16]=[CH:17][C:18]3[C:19]([S:33]([OH:36])(=[O:35])=[O:34])=[CH:20][C:21]([NH:24][C:25]4[NH:30][N:29]([Cl:31])[N:28]=[C:27]([NH:41][C:42]5[C:51]([S:52]([OH:55])(=[O:54])=[O:53])=[CH:50][C:49]6[C:44](=[C:45]([S:60]([OH:63])(=[O:62])=[O:61])[CH:46]=[C:47]([S:56]([OH:59])(=[O:57])=[O:58])[CH:48]=6)[CH:43]=5)[CH:26]=4)=[CH:22][CH:23]=3)=[CH:14][CH:15]=2)[NH:3]1, predict the reactants needed to synthesize it. The reactants are: [Cl:1][N:2]1[N:7]=[C:6](Cl)[CH:5]=[C:4]([NH:9][C:10]2[CH:11]=[C:12]([S:37]([OH:40])(=[O:39])=[O:38])[C:13]([CH:16]=[CH:17][C:18]3[C:19]([S:33]([OH:36])(=[O:35])=[O:34])=[CH:20][C:21]([NH:24][C:25]4[NH:30][N:29]([Cl:31])[N:28]=[C:27](Cl)[CH:26]=4)=[CH:22][CH:23]=3)=[CH:14][CH:15]=2)[NH:3]1.[NH2:41][C:42]1[C:51]([S:52]([OH:55])(=[O:54])=[O:53])=[CH:50][C:49]2[C:44](=[C:45]([S:60]([OH:63])(=[O:62])=[O:61])[CH:46]=[C:47]([S:56]([OH:59])(=[O:58])=[O:57])[CH:48]=2)[CH:43]=1. (3) Given the product [CH:18]1([CH2:24][CH2:25][CH2:26][C@@H:27]([C:36]2[O:40][N:39]=[C:38]([CH2:41][C:2]3[NH:1][CH:5]=[CH:4][N:3]=3)[N:37]=2)[CH2:28][C:29]([O:31][C:32]([CH3:35])([CH3:33])[CH3:34])=[O:30])[CH2:23][CH2:22][CH2:21][CH2:20][CH2:19]1, predict the reactants needed to synthesize it. The reactants are: [N:1]1(C(OC(C)(C)C)=O)[CH:5]=[CH:4][N:3]=[CH:2]1.C([Li])CCC.[CH:18]1([CH2:24][CH2:25][CH2:26][C@@H:27]([C:36]2[O:40][N:39]=[C:38]([CH2:41]OS(C3C=CC(C)=CC=3)(=O)=O)[N:37]=2)[CH2:28][C:29]([O:31][C:32]([CH3:35])([CH3:34])[CH3:33])=[O:30])[CH2:23][CH2:22][CH2:21][CH2:20][CH2:19]1. (4) Given the product [Cl:1][C:2]1[CH:7]=[C:6]([NH:8][CH:9]2[CH2:11][CH2:10]2)[N:5]2[N:12]=[CH:13][C:14]([CH:23]=[O:24])=[C:4]2[N:3]=1, predict the reactants needed to synthesize it. The reactants are: [Cl:1][C:2]1[CH:7]=[C:6]([NH:8][CH:9]2[CH2:11][CH2:10]2)[N:5]2[N:12]=[CH:13][CH:14]=[C:4]2[N:3]=1.O=P(Cl)(Cl)Cl.CN([CH:23]=[O:24])C. (5) Given the product [NH2:19][CH2:18][C:17]1([CH2:30][OH:31])[CH2:16][N:15]([C:11]2[C:12]([Cl:14])=[CH:13][C:8]([NH:7][C:4]3[NH:5][N:6]=[C:2]([NH2:1])[N:3]=3)=[CH:9][C:10]=2[Cl:29])[CH2:28]1, predict the reactants needed to synthesize it. The reactants are: [NH2:1][C:2]1[NH:6][N:5]=[C:4]([NH:7][C:8]2[CH:13]=[C:12]([Cl:14])[C:11]([N:15]3[CH2:28][C:17]4(C[N:19](C(OC(C)(C)C)=O)[CH2:18]4)[CH2:16]3)=[C:10]([Cl:29])[CH:9]=2)[N:3]=1.[C:30](O)(C(F)(F)F)=[O:31]. (6) Given the product [F:1][C:2]1[CH:7]=[C:6]([O:8][CH3:9])[CH:5]=[C:4]([F:10])[C:3]=1[C:11]1[N:12]([C:13]2[CH:18]=[CH:17][C:16]([C:19]([F:21])([F:22])[F:20])=[N:15][CH:14]=2)[CH:25]=[N:23][CH:24]=1, predict the reactants needed to synthesize it. The reactants are: [F:1][C:2]1[CH:7]=[C:6]([O:8][CH3:9])[CH:5]=[C:4]([F:10])[C:3]=1[CH:11]=[N:12][C:13]1[CH:14]=[N:15][C:16]([C:19]([F:22])([F:21])[F:20])=[CH:17][CH:18]=1.[N+:23]([CH:25](S(C1C=CC(C)=CC=1)(=O)=O)C)#[C-:24].C(=O)([O-])[O-].[K+].[K+].